This data is from Forward reaction prediction with 1.9M reactions from USPTO patents (1976-2016). The task is: Predict the product of the given reaction. (1) The product is: [NH2:1][C:2]1[CH:10]=[C:9]([CH3:11])[CH:8]=[C:7]([CH3:12])[C:3]=1[C:4]([NH2:15])=[O:5]. Given the reactants [NH2:1][C:2]1[CH:10]=[C:9]([CH3:11])[CH:8]=[C:7]([CH3:12])[C:3]=1[C:4](O)=[O:5].CC[N:15]=C=NCCCN(C)C.Cl.C1C=CC2N(O)N=NC=2C=1.CN1CCOCC1.[OH-].[NH4+], predict the reaction product. (2) Given the reactants O=[C:2]([C:6]1[CH:7]=[N:8][CH:9]=[CH:10][CH:11]=1)[CH2:3][C:4]#[N:5].[CH2:12]([O:14][CH:15]([O:19][CH2:20][CH3:21])[CH2:16][NH:17][NH2:18])[CH3:13].Cl, predict the reaction product. The product is: [CH2:12]([O:14][CH:15]([O:19][CH2:20][CH3:21])[CH2:16][N:17]1[C:4]([NH2:5])=[CH:3][C:2]([C:6]2[CH:7]=[N:8][CH:9]=[CH:10][CH:11]=2)=[N:18]1)[CH3:13]. (3) Given the reactants [F:1][C:2]([F:49])([F:48])[C:3]1[CH:4]=[C:5]([CH:41]=[C:42]([C:44]([F:47])([F:46])[F:45])[CH:43]=1)[C:6]([N:8]1[CH2:12][C@@:11]([CH2:20][CH2:21][N:22]2[CH2:27][CH2:26][C:25]3([C:35]4[C:30](=[CH:31][CH:32]=[CH:33][CH:34]=4)[CH2:29][C@@H:28]3[O:36][CH2:37][C:38](O)=[O:39])[CH2:24][CH2:23]2)([C:13]2[CH:18]=[CH:17][C:16]([F:19])=[CH:15][CH:14]=2)[O:10][CH2:9]1)=[O:7].[C:50]1([C:102]2[CH:107]=[CH:106][CH:105]=[CH:104][CH:103]=2)[CH:55]=[CH:54][CH:53]=[CH:52][C:51]=1[NH:56][C:57]([O:59][CH:60]1[CH2:65][CH2:64][N:63]([CH2:66][CH2:67][N:68]([CH3:101])[C:69](=[O:100])[CH2:70][CH2:71][CH2:72][CH2:73][CH2:74][N:75]([C:86]2[CH:91]=[CH:90][C:89]([N:92]([CH3:99])[C:93](=[O:98])[CH2:94][CH2:95][NH:96][CH3:97])=[CH:88][CH:87]=2)[C:76](=[O:85])[O:77][CH2:78][C:79]2[CH:84]=[CH:83][CH:82]=[CH:81][CH:80]=2)[CH2:62][CH2:61]1)=[O:58], predict the reaction product. The product is: [C:50]1([C:102]2[CH:107]=[CH:106][CH:105]=[CH:104][CH:103]=2)[CH:55]=[CH:54][CH:53]=[CH:52][C:51]=1[NH:56][C:57]([O:59][CH:60]1[CH2:61][CH2:62][N:63]([CH2:66][CH2:67][N:68]([CH3:101])[C:69](=[O:100])[CH2:70][CH2:71][CH2:72][CH2:73][CH2:74][N:75]([C:86]2[CH:87]=[CH:88][C:89]([N:92]([C:93](=[O:98])[CH2:94][CH2:95][N:96]([C:38](=[O:39])[CH2:37][O:36][C@@H:28]3[C:25]4([CH2:26][CH2:27][N:22]([CH2:21][CH2:20][C@:11]5([C:13]6[CH:18]=[CH:17][C:16]([F:19])=[CH:15][CH:14]=6)[O:10][CH2:9][N:8]([C:6](=[O:7])[C:5]6[CH:41]=[C:42]([C:44]([F:45])([F:46])[F:47])[CH:43]=[C:3]([C:2]([F:49])([F:1])[F:48])[CH:4]=6)[CH2:12]5)[CH2:23][CH2:24]4)[C:35]4[C:30](=[CH:31][CH:32]=[CH:33][CH:34]=4)[CH2:29]3)[CH3:97])[CH3:99])=[CH:90][CH:91]=2)[C:76](=[O:85])[O:77][CH2:78][C:79]2[CH:80]=[CH:81][CH:82]=[CH:83][CH:84]=2)[CH2:64][CH2:65]1)=[O:58]. (4) Given the reactants Cl[C:2]1[CH:7]=[CH:6][C:5]([N+:8]([O-:10])=[O:9])=[CH:4][C:3]=1[S:11]([NH2:14])(=[O:13])=[O:12].C(=O)([O-])[O-].[NH4+:19].[NH4+], predict the reaction product. The product is: [NH2:19][C:2]1[CH:7]=[CH:6][C:5]([N+:8]([O-:10])=[O:9])=[CH:4][C:3]=1[S:11]([NH2:14])(=[O:13])=[O:12]. (5) Given the reactants [CH2:1]([N:3]([CH2:6][CH3:7])[CH2:4][CH3:5])[CH3:2].[NH2:8][C:9]1C=CC(C(Cl)=O)=CN=1.Cl, predict the reaction product. The product is: [NH2:8][CH2:9][CH2:2][CH2:1][N:3]1[CH2:6][CH2:7][CH2:5][CH2:4]1. (6) Given the reactants [Si:1]([O:8][CH2:9][C:10]1[N:11]=[CH:12][N:13]([C:15]2[CH:20]=[CH:19][C:18]([N:21]3[CH2:25][C@H:24]([CH2:26][N:27]=[N+]=[N-])[O:23][C:22]3=[O:30])=[CH:17][C:16]=2[F:31])[CH:14]=1)([C:4]([CH3:7])([CH3:6])[CH3:5])([CH3:3])[CH3:2].NC[C@@H]1OC(=O)N(C2C=CC(N3C=C(C)N=N3)=C(F)C=2)C1, predict the reaction product. The product is: [Si:1]([O:8][CH2:9][C:10]1[N:11]=[CH:12][N:13]([C:15]2[CH:20]=[CH:19][C:18]([N:21]3[CH2:25][C@H:24]([CH2:26][NH2:27])[O:23][C:22]3=[O:30])=[CH:17][C:16]=2[F:31])[CH:14]=1)([C:4]([CH3:5])([CH3:6])[CH3:7])([CH3:2])[CH3:3]. (7) Given the reactants [CH2:1]([O:3][C:4]([N:6]1[C:15]2[C:10](=[N:11][C:12]([C:16]#[N:17])=[CH:13][CH:14]=2)[C@@H:9]([NH:18][C:19]2[N:24]=[C:23]([CH2:25][C:26]3[CH:31]=[C:30]([C:32]([F:35])([F:34])[F:33])[CH:29]=[C:28]([C:36]([F:39])([F:38])[F:37])[CH:27]=3)[C:22]([N:40]3[CH2:45][CH2:44][O:43][CH2:42][CH2:41]3)=[CH:21][N:20]=2)[CH2:8][C@H:7]1[CH2:46][CH3:47])=[O:5])[CH3:2], predict the reaction product. The product is: [CH2:1]([O:3][C:4]([N:6]1[C:15]2[C:10](=[N:11][C:12]([CH2:16][NH2:17])=[CH:13][CH:14]=2)[C@@H:9]([NH:18][C:19]2[N:24]=[C:23]([CH2:25][C:26]3[CH:31]=[C:30]([C:32]([F:34])([F:33])[F:35])[CH:29]=[C:28]([C:36]([F:39])([F:37])[F:38])[CH:27]=3)[C:22]([N:40]3[CH2:41][CH2:42][O:43][CH2:44][CH2:45]3)=[CH:21][N:20]=2)[CH2:8][C@H:7]1[CH2:46][CH3:47])=[O:5])[CH3:2].